This data is from Reaction yield outcomes from USPTO patents with 853,638 reactions. The task is: Predict the reaction yield, written as a fraction of the theoretical maximum amount of product (1.0 means a 100% yield; for example, 0.34 means a 34% yield). (1) The product is [F:30][C:31]1[CH:38]=[CH:37][C:34]([CH2:35][N:8]([CH2:7][C:6]2[CH:22]=[CH:23][C:3]([O:2][CH3:1])=[CH:4][CH:5]=2)[S:9]([C:12]2[CH:13]=[CH:14][C:15]([C:16]([O:18][CH3:19])=[O:17])=[CH:20][CH:21]=2)(=[O:11])=[O:10])=[CH:33][CH:32]=1. The yield is 0.650. The catalyst is CC(C)=O. The reactants are [CH3:1][O:2][C:3]1[CH:23]=[CH:22][C:6]([CH2:7][NH:8][S:9]([C:12]2[CH:21]=[CH:20][C:15]([C:16]([O:18][CH3:19])=[O:17])=[CH:14][CH:13]=2)(=[O:11])=[O:10])=[CH:5][CH:4]=1.C(=O)([O-])[O-].[Cs+].[Cs+].[F:30][C:31]1[CH:38]=[CH:37][C:34]([CH2:35]Br)=[CH:33][CH:32]=1. (2) The catalyst is CN1C(=O)CCC1. The reactants are [C:1](=[NH:21])([O:3][CH2:4][CH2:5][C:6]1[CH:11]=[CH:10][C:9]([O:12][C:13]2[CH:18]=[CH:17][C:16]([Cl:19])=[C:15]([CH3:20])[CH:14]=2)=[CH:8][CH:7]=1)[NH2:2].[CH:22]([CH:24]([CH2:29][C:30]1[CH:31]=[N:32][N:33]([CH3:35])[CH:34]=1)[C:25](OC)=O)=[O:23].C([O-])([O-])=O.[K+].[K+]. The product is [Cl:19][C:16]1[CH:17]=[CH:18][C:13]([O:12][C:9]2[CH:8]=[CH:7][C:6]([CH2:5][CH2:4][O:3][C:1]3[NH:2][CH:25]=[C:24]([CH2:29][C:30]4[CH:31]=[N:32][N:33]([CH3:35])[CH:34]=4)[C:22](=[O:23])[N:21]=3)=[CH:11][CH:10]=2)=[CH:14][C:15]=1[CH3:20]. The yield is 0.0556. (3) The reactants are [C:1]([C:3]([CH3:30])([CH3:29])[C@@H:4]([NH:6][C:7]([C:9]1[C:17]2[C:12](=[N:13][CH:14]=[C:15]([CH:18]3[CH2:20][CH2:19]3)[N:16]=2)[N:11](COCC[Si](C)(C)C)[CH:10]=1)=[O:8])[CH3:5])#[N:2].C(O)(C(F)(F)F)=O.C(N)CN. The catalyst is C(Cl)Cl. The product is [C:1]([C:3]([CH3:29])([CH3:30])[C@@H:4]([NH:6][C:7]([C:9]1[C:17]2[C:12](=[N:13][CH:14]=[C:15]([CH:18]3[CH2:19][CH2:20]3)[N:16]=2)[NH:11][CH:10]=1)=[O:8])[CH3:5])#[N:2]. The yield is 0.750. (4) The reactants are [CH3:1][C:2]1[CH:6]=[C:5]([NH:7][S:8]([C:11]2[CH:16]=[CH:15][C:14](Br)=[CH:13][CH:12]=2)(=[O:10])=[O:9])[O:4][N:3]=1.[CH3:18][C:19]1[CH:20]=[C:21](B(O)O)[CH:22]=[CH:23][CH:24]=1. No catalyst specified. The product is [CH3:1][C:2]1[CH:6]=[C:5]([NH:7][S:8]([C:11]2[CH:16]=[CH:15][C:14]([C:23]3[CH:22]=[CH:21][CH:20]=[C:19]([CH3:18])[CH:24]=3)=[CH:13][CH:12]=2)(=[O:10])=[O:9])[O:4][N:3]=1. The yield is 0.820. (5) The reactants are [C:1]1([C@@H:7]2[CH2:9][C@H:8]2[C:10]([OH:12])=O)[CH:6]=[CH:5][CH:4]=[CH:3][CH:2]=1.O=C1N(P(Cl)(N2CCOC2=O)=O)CCO1.C(N(CC)CC)C.[Br:35][C:36]1[C:37]([F:46])=[C:38]2[C:44]([NH2:45])=[CH:43][NH:42][C:39]2=[N:40][CH:41]=1.C([O-])([O-])=O.[Na+].[Na+]. The catalyst is C(Cl)Cl. The product is [Br:35][C:36]1[C:37]([F:46])=[C:38]2[C:44]([NH:45][C:10]([C@@H:8]3[CH2:9][C@H:7]3[C:1]3[CH:2]=[CH:3][CH:4]=[CH:5][CH:6]=3)=[O:12])=[CH:43][NH:42][C:39]2=[N:40][CH:41]=1. The yield is 0.618. (6) The reactants are CO[C:3]1[CH:4]=[C:5]([N+:12]([O-])=O)[C:6]([CH2:9][C:10]#N)=[N:7][CH:8]=1.C[CH2:16][OH:17].CCOC(C)=O. The catalyst is [Pd]. The product is [CH3:16][O:17][C:8]1[N:7]=[C:6]2[CH:9]=[CH:10][NH:12][C:5]2=[CH:4][CH:3]=1. The yield is 0.950.